Dataset: Forward reaction prediction with 1.9M reactions from USPTO patents (1976-2016). Task: Predict the product of the given reaction. Given the reactants [OH:1][NH:2][C:3]([N:5]1[CH2:10][CH2:9][N:8]([C:11]([O:13][C:14]([CH3:17])([CH3:16])[CH3:15])=[O:12])[CH2:7][CH2:6]1)=[NH:4].[C:18](O[C:18](=O)[C:19]1[CH:24]=[CH:23][CH:22]=[CH:21][CH:20]=1)(=O)[C:19]1[CH:24]=[CH:23][CH:22]=[CH:21][CH:20]=1, predict the reaction product. The product is: [C:19]1([C:18]2[O:1][N:2]=[C:3]([N:5]3[CH2:6][CH2:7][N:8]([C:11]([O:13][C:14]([CH3:17])([CH3:16])[CH3:15])=[O:12])[CH2:9][CH2:10]3)[N:4]=2)[CH:24]=[CH:23][CH:22]=[CH:21][CH:20]=1.